From a dataset of Forward reaction prediction with 1.9M reactions from USPTO patents (1976-2016). Predict the product of the given reaction. (1) Given the reactants [CH:1]1([N:7]2[CH2:12][CH2:11][CH2:10][CH2:9][C:8]2=[O:13])[CH2:6][CH2:5][CH2:4][CH2:3][CH2:2]1.C[Si]([N-][Si](C)(C)C)(C)C.[Li+].Br[CH2:25][C:26]1[CH:31]=[CH:30][C:29]([Br:32])=[CH:28][C:27]=1[Cl:33], predict the reaction product. The product is: [Br:32][C:29]1[CH:30]=[CH:31][C:26]([CH2:25][CH:9]2[CH2:10][CH2:11][CH2:12][N:7]([CH:1]3[CH2:2][CH2:3][CH2:4][CH2:5][CH2:6]3)[C:8]2=[O:13])=[C:27]([Cl:33])[CH:28]=1. (2) Given the reactants C([O:8][C:9]1[CH:14]=[CH:13][C:12]([C:15]2([C:21]3[CH:26]=[CH:25][CH:24]=[CH:23][CH:22]=3)[CH2:20][CH:19]=[CH:18][CH2:17][O:16]2)=[CH:11][CH:10]=1)C1C=CC=CC=1, predict the reaction product. The product is: [C:21]1([C:15]2([C:12]3[CH:11]=[CH:10][C:9]([OH:8])=[CH:14][CH:13]=3)[CH2:20][CH2:19][CH2:18][CH2:17][O:16]2)[CH:22]=[CH:23][CH:24]=[CH:25][CH:26]=1. (3) Given the reactants [CH2:1]([O:8][C:9]1[C:10]([CH2:30][CH3:31])=[CH:11][C:12]2[CH:13]3[CH:21]([CH2:22][CH2:23][C:24]=2[CH:25]=1)[CH:20]1[C:16]([CH3:29])([C:17](=[CH:26][CH2:27][OH:28])[CH2:18][CH2:19]1)[CH2:15][CH2:14]3)[C:2]1[CH:7]=[CH:6][CH:5]=[CH:4][CH:3]=1.[H-].[Na+].[CH3:34]I.O, predict the reaction product. The product is: [CH2:1]([O:8][C:9]1[C:10]([CH2:30][CH3:31])=[CH:11][C:12]2[CH:13]3[CH:21]([CH2:22][CH2:23][C:24]=2[CH:25]=1)[CH:20]1[C:16]([CH3:29])([C:17](=[CH:26][CH2:27][O:28][CH3:34])[CH2:18][CH2:19]1)[CH2:15][CH2:14]3)[C:2]1[CH:3]=[CH:4][CH:5]=[CH:6][CH:7]=1. (4) Given the reactants C(O[C:4]([C:6]1[C:10]([N+]([O-])=O)=CNN=1)=O)C.CC(C)=O.[BH3-]C#N.[Na+].CC(O)=O.[N+:26]([C:29]1[C:30]([C:40]([NH:42][NH2:43])=[O:41])=[N:31][N:32]([CH:34]2[CH2:39][CH2:38][CH2:37][CH2:36][O:35]2)[CH:33]=1)([O-:28])=[O:27], predict the reaction product. The product is: [CH:6]([NH:43][NH:42][C:40]([C:30]1[C:29]([N+:26]([O-:28])=[O:27])=[CH:33][N:32]([CH:34]2[CH2:39][CH2:38][CH2:37][CH2:36][O:35]2)[N:31]=1)=[O:41])([CH3:10])[CH3:4]. (5) Given the reactants [Br:1][C:2]1[CH:7]=[CH:6][C:5]([CH:8]([C:10]2[CH:15]=[CH:14][C:13]([Cl:16])=[CH:12][CH:11]=2)O)=[CH:4][CH:3]=1.C1(P(C2C=CC=CC=2)C2C=CC=CC=2)C=CC=CC=1.[C:36]1(=[O:46])[NH:40][C:39](=[O:41])[C:38]2=[CH:42][CH:43]=[CH:44][CH:45]=[C:37]12.CC(OC(/N=N/C(OC(C)C)=O)=O)C, predict the reaction product. The product is: [Br:1][C:2]1[CH:7]=[CH:6][C:5]([CH:8]([C:10]2[CH:15]=[CH:14][C:13]([Cl:16])=[CH:12][CH:11]=2)[N:40]2[C:36](=[O:46])[C:37]3[C:38](=[CH:42][CH:43]=[CH:44][CH:45]=3)[C:39]2=[O:41])=[CH:4][CH:3]=1. (6) Given the reactants F[C:2]1[CH:9]=[CH:8][C:7]([C:10]([F:13])([F:12])[F:11])=[CH:6][C:3]=1[CH:4]=[O:5].[CH2:14]([NH:16][CH2:17][CH2:18][O:19][CH3:20])[CH3:15].C(=O)([O-])[O-].[K+].[K+].C(OCC)(=O)C, predict the reaction product. The product is: [CH2:14]([N:16]([CH2:17][CH2:18][O:19][CH3:20])[C:2]1[CH:9]=[CH:8][C:7]([C:10]([F:13])([F:12])[F:11])=[CH:6][C:3]=1[CH:4]=[O:5])[CH3:15]. (7) Given the reactants [N+:1]([C:4]1[CH:22]=[CH:21][C:7]2[CH2:8][CH2:9][N:10]([CH2:13][C@H:14]([O:19][CH3:20])[C:15]([F:18])([F:17])[F:16])[CH2:11][CH2:12][C:6]=2[CH:5]=1)([O-])=O, predict the reaction product. The product is: [F:18][C:15]([F:16])([F:17])[C@@H:14]([O:19][CH3:20])[CH2:13][N:10]1[CH2:11][CH2:12][C:6]2[CH:5]=[C:4]([NH2:1])[CH:22]=[CH:21][C:7]=2[CH2:8][CH2:9]1.